The task is: Predict the product of the given reaction.. This data is from Forward reaction prediction with 1.9M reactions from USPTO patents (1976-2016). (1) Given the reactants [C:1]1([CH3:53])[CH:6]=[CH:5][CH:4]=[C:3]([N:7]([C:46]2[CH:47]=[C:48]([CH3:52])[CH:49]=[CH:50][CH:51]=2)[C:8]2[CH:9]=[C:10]3[C:30]([C:31]4([C:44]5[CH:43]=[CH:42][CH:41]=[CH:40][C:39]=5[C:38]5[C:33]4=[CH:34][CH:35]=[CH:36][CH:37]=5)[CH:32]=2)=[C:29]2[C:12]([CH:13]=[C:14]4[C:27](=[CH:28]2)[C:26]2[CH:25]=[CH:24][C:23]([OH:45])=[CH:22][C:21]=2[C:20]2[CH:19]=[CH:18][CH:17]=[CH:16][C:15]4=2)=[CH:11]3)[CH:2]=1.N1C=CC=CC=1.[F:60][C:61]([F:74])([F:73])[S:62](O[S:62]([C:61]([F:74])([F:73])[F:60])(=[O:64])=[O:63])(=[O:64])=[O:63], predict the reaction product. The product is: [F:60][C:61]([F:74])([F:73])[S:62]([O:45][C:23]1[CH:24]=[CH:25][C:26]2[C:27]3[C:14]([C:15]4[CH:16]=[CH:17][CH:18]=[CH:19][C:20]=4[C:21]=2[CH:22]=1)=[CH:13][C:12]1=[CH:11][C:10]2[C:30]([C:31]4([C:44]5[CH:43]=[CH:42][CH:41]=[CH:40][C:39]=5[C:38]5[C:33]4=[CH:34][CH:35]=[CH:36][CH:37]=5)[CH:32]=[C:8]([N:7]([C:3]4[CH:2]=[C:1]([CH3:53])[CH:6]=[CH:5][CH:4]=4)[C:46]4[CH:47]=[C:48]([CH3:52])[CH:49]=[CH:50][CH:51]=4)[CH:9]=2)=[C:29]1[CH:28]=3)(=[O:64])=[O:63]. (2) Given the reactants Cl[CH2:2][C:3]1[CH:23]=[CH:22][C:6]2[S:7][CH:8]=[C:9]([C:10]3[CH:15]=[CH:14][C:13]([O:16][CH2:17][CH2:18][O:19][CH3:20])=[CH:12][C:11]=3[CH3:21])[C:5]=2[CH:4]=1.[OH:24][C:25]1[CH:30]=[CH:29][C:28]([C@@H:31]([C:38]#[C:39][CH3:40])[CH2:32][C:33]([O:35][CH2:36][CH3:37])=[O:34])=[CH:27][CH:26]=1, predict the reaction product. The product is: [CH3:20][O:19][CH2:18][CH2:17][O:16][C:13]1[CH:14]=[CH:15][C:10]([C:9]2[C:5]3[CH:4]=[C:3]([CH2:2][O:24][C:25]4[CH:26]=[CH:27][C:28]([C@@H:31]([C:38]#[C:39][CH3:40])[CH2:32][C:33]([O:35][CH2:36][CH3:37])=[O:34])=[CH:29][CH:30]=4)[CH:23]=[CH:22][C:6]=3[S:7][CH:8]=2)=[C:11]([CH3:21])[CH:12]=1.